From a dataset of Forward reaction prediction with 1.9M reactions from USPTO patents (1976-2016). Predict the product of the given reaction. (1) Given the reactants [Br:1][C:2]1[CH:7]=[C:6]([C:8]2[CH2:9][C:10]([C:17]3[CH:22]=[C:21]([Cl:23])[CH:20]=[C:19]([Cl:24])[CH:18]=3)([C:13]([F:16])([F:15])[F:14])[CH2:11][N:12]=2)[CH:5]=[CH:4][C:3]=1[CH2:25][OH:26].C(N(CC)CC)C.[CH3:34][S:35](Cl)(=[O:37])=[O:36], predict the reaction product. The product is: [CH3:34][S:35]([O:26][CH2:25][C:3]1[CH:4]=[CH:5][C:6]([C:8]2[CH2:9][C:10]([C:17]3[CH:22]=[C:21]([Cl:23])[CH:20]=[C:19]([Cl:24])[CH:18]=3)([C:13]([F:14])([F:15])[F:16])[CH2:11][N:12]=2)=[CH:7][C:2]=1[Br:1])(=[O:37])=[O:36]. (2) The product is: [Cl:14][C:15]1[N:16]=[C:17]([CH3:22])[CH:18]=[C:19]([C:6]2[CH:7]=[CH:8][C:3]([C:2]([F:13])([F:12])[F:1])=[CH:4][CH:5]=2)[N:20]=1. Given the reactants [F:1][C:2]([F:13])([F:12])[C:3]1[CH:8]=[CH:7][C:6](B(O)O)=[CH:5][CH:4]=1.[Cl:14][C:15]1[N:20]=[C:19](Cl)[CH:18]=[C:17]([CH3:22])[N:16]=1.C(=O)([O-])[O-].[Na+].[Na+], predict the reaction product. (3) Given the reactants [NH2:1][C:2]1[CH:15]=[CH:14][C:13]([Br:16])=[CH:12][C:3]=1[C:4]([C:6]1[CH:11]=[CH:10][CH:9]=[CH:8][CH:7]=1)=[O:5].C(=O)([O-])[O-].[Na+].[Na+].[F:23][C:24]([F:35])([F:34])[C:25](O[C:25](=[O:26])[C:24]([F:35])([F:34])[F:23])=[O:26], predict the reaction product. The product is: [C:4]([C:3]1[CH:12]=[C:13]([Br:16])[CH:14]=[CH:15][C:2]=1[NH:1][C:25](=[O:26])[C:24]([F:35])([F:34])[F:23])(=[O:5])[C:6]1[CH:7]=[CH:8][CH:9]=[CH:10][CH:11]=1. (4) Given the reactants C(NC(C)C)(C)C.[Li]CCCC.[Br:13][C:14]1[CH:19]=[CH:18][CH:17]=[CH:16][N:15]=1.[C:20]1(=[O:24])[CH2:23][CH2:22][CH2:21]1, predict the reaction product. The product is: [Br:13][C:14]1[C:19]([C:20]2([OH:24])[CH2:23][CH2:22][CH2:21]2)=[CH:18][CH:17]=[CH:16][N:15]=1. (5) Given the reactants Br[C:2]1[CH:7]=[CH:6][C:5]([C:8]([N:10]2[CH2:14][CH2:13][CH2:12][C@H:11]2[CH2:15][N:16]2[CH2:20][CH2:19][CH2:18][CH2:17]2)=[O:9])=[C:4]([C:21]([F:24])([F:23])[F:22])[CH:3]=1.[CH3:25][S:26]([C:29]1[CH:34]=[CH:33][C:32](B(O)O)=[CH:31][CH:30]=1)(=[O:28])=[O:27], predict the reaction product. The product is: [CH3:25][S:26]([C:29]1[CH:34]=[CH:33][C:32]([C:7]2[CH:2]=[CH:3][C:4]([C:21]([F:24])([F:23])[F:22])=[C:5]([C:8]([N:10]3[CH2:14][CH2:13][CH2:12][C@H:11]3[CH2:15][N:16]3[CH2:20][CH2:19][CH2:18][CH2:17]3)=[O:9])[CH:6]=2)=[CH:31][CH:30]=1)(=[O:28])=[O:27]. (6) Given the reactants [CH3:1][C:2]([C:12]1[C:20]2[O:19][CH2:18][CH2:17][C:16]=2[CH:15]=[C:14]([S:21][CH3:22])[CH:13]=1)([CH3:11])[CH2:3][C:4]1([C:7]([F:10])([F:9])[F:8])[CH2:6][O:5]1.[OH:23][C:24]1[C:33]2[C:28](=[CH:29][CH:30]=[CH:31][CH:32]=2)[N:27]=[CH:26][CH:25]=1.[O-]CC.[Na+], predict the reaction product. The product is: [OH:5][C:4]([C:7]([F:8])([F:9])[F:10])([CH2:3][C:2]([CH3:11])([C:12]1[C:20]2[O:19][CH2:18][CH2:17][C:16]=2[CH:15]=[C:14]([S:21][CH3:22])[CH:13]=1)[CH3:1])[CH2:6][N:27]1[C:28]2[C:33](=[CH:32][CH:31]=[CH:30][CH:29]=2)[C:24](=[O:23])[CH:25]=[CH:26]1.